From a dataset of CYP2D6 inhibition data for predicting drug metabolism from PubChem BioAssay. Regression/Classification. Given a drug SMILES string, predict its absorption, distribution, metabolism, or excretion properties. Task type varies by dataset: regression for continuous measurements (e.g., permeability, clearance, half-life) or binary classification for categorical outcomes (e.g., BBB penetration, CYP inhibition). Dataset: cyp2d6_veith. (1) The molecule is COC(=O)c1sccc1NC(=O)c1cc(-c2ccc(C)cc2)nc2ccccc12. The result is 0 (non-inhibitor). (2) The drug is COCCn1c(=O)c(-c2cccs2)nc2cnc(Oc3ccc(OC)cc3)nc21. The result is 0 (non-inhibitor). (3) The compound is CC1(C)[C@@H]2CC[C@@]1(CS(=O)(=O)O)C(=O)C2.CN1[C@H](c2ccccc2)CC(=NO)C[C@@H]1c1ccccc1. The result is 1 (inhibitor). (4) The molecule is CCC(CC)c1nnc(NC(=O)COc2ccc3c(C)cc(=O)oc3c2)s1. The result is 0 (non-inhibitor). (5) The molecule is COc1ccc(-c2nc3cnc(OC)nc3n(-c3ccccc3)c2=O)cc1. The result is 0 (non-inhibitor). (6) The drug is Cc1sc(NC(=O)C2CCCCC2C(=O)O)c(C(N)=O)c1C. The result is 0 (non-inhibitor).